This data is from Full USPTO retrosynthesis dataset with 1.9M reactions from patents (1976-2016). The task is: Predict the reactants needed to synthesize the given product. (1) Given the product [Si:1]([O:8][CH:9]([CH:28]1[CH2:36][C:35]2[C:30](=[CH:31][CH:32]=[C:33]([O:37][C:38]3[CH:43]=[CH:42][CH:41]=[CH:40][CH:39]=3)[CH:34]=2)[CH2:29]1)[C:10]1[O:11][C:12]([C:45]2[N:50]=[C:49]([C:51]([O:53][CH3:54])=[O:52])[CH:48]=[CH:47][CH:46]=2)=[CH:13][N:14]=1)([C:4]([CH3:7])([CH3:5])[CH3:6])([CH3:3])[CH3:2], predict the reactants needed to synthesize it. The reactants are: [Si:1]([O:8][CH:9]([CH:28]1[CH2:36][C:35]2[C:30](=[CH:31][CH:32]=[C:33]([O:37][C:38]3[CH:43]=[CH:42][CH:41]=[CH:40][CH:39]=3)[CH:34]=2)[CH2:29]1)[C:10]1[O:11][C:12]([Sn](CCCC)(CCCC)CCCC)=[CH:13][N:14]=1)([C:4]([CH3:7])([CH3:6])[CH3:5])([CH3:3])[CH3:2].Br[C:45]1[N:50]=[C:49]([C:51]([O:53][CH3:54])=[O:52])[CH:48]=[CH:47][CH:46]=1. (2) Given the product [C:39]([O:38][C:36]([N:11]([C@H:8]1[CH2:9][CH2:10][C@H:5]([C:1]([CH3:4])([CH3:3])[CH3:2])[CH2:6][CH2:7]1)[CH:12]1[C:20]2[C:15](=[CH:16][C:17]([C:21]([O:23][CH2:24][CH2:25][CH2:26][CH3:27])=[O:22])=[CH:18][CH:19]=2)[CH2:14][CH2:13]1)=[O:35])([CH3:42])([CH3:41])[CH3:40], predict the reactants needed to synthesize it. The reactants are: [C:1]([C@H:5]1[CH2:10][CH2:9][C@H:8]([NH:11][CH:12]2[C:20]3[C:15](=[CH:16][C:17]([C:21]([O:23][CH2:24][CH2:25][CH2:26][CH3:27])=[O:22])=[CH:18][CH:19]=3)[CH2:14][CH2:13]2)[CH2:7][CH2:6]1)([CH3:4])([CH3:3])[CH3:2].CCN(CC)CC.[O:35](C(OC(C)(C)C)=O)[C:36]([O:38][C:39]([CH3:42])([CH3:41])[CH3:40])=O. (3) Given the product [CH3:12][O:11][C:7]1[CH:6]=[C:5](/[CH:13]=[CH:14]/[CH:15]=[CH:16]/[C:17]([NH:19][C:20]2[C:25]([NH:26][C:27](=[O:44])/[CH:28]=[CH:29]/[CH:30]=[CH:31]/[C:32]3[CH:33]=[C:34]([O:42][CH3:43])[C:35]([O:40][CH3:41])=[C:36]([O:38][CH3:39])[CH:37]=3)=[CH:24][CH:23]=[CH:22][C:21]=2[OH:45])=[O:18])[CH:4]=[C:3]([O:2][CH3:1])[C:8]=1[O:9][CH3:10], predict the reactants needed to synthesize it. The reactants are: [CH3:1][O:2][C:3]1[CH:4]=[C:5](/[CH:13]=[CH:14]/[CH:15]=[CH:16]/[C:17]([NH:19][C:20]2[C:25]([NH:26][C:27](=[O:44])/[CH:28]=[CH:29]/[CH:30]=[CH:31]/[C:32]3[CH:37]=[C:36]([O:38][CH3:39])[C:35]([O:40][CH3:41])=[C:34]([O:42][CH3:43])[CH:33]=3)=[CH:24][CH:23]=[CH:22][C:21]=2[O:45]C(=O)/C=C/C=C/C2C=C(OC)C(OC)=C(OC)C=2)=[O:18])[CH:6]=[C:7]([O:11][CH3:12])[C:8]=1[O:9][CH3:10].C(=O)([O-])[O-].[K+].[K+]. (4) Given the product [OH:12][C:11]1[C:10]([C:13]2[S:14][CH:15]=[CH:16][CH:17]=2)=[N:9][N:8]([CH2:18][C:19]2([C:22]([F:23])([F:25])[F:24])[CH2:21][CH2:20]2)[C:7](=[O:26])[C:6]=1[C:4]1[NH:27][C:28]2[CH:33]=[CH:32][C:31]([I:34])=[CH:30][C:29]=2[S:35](=[O:37])(=[O:36])[N:38]=1, predict the reactants needed to synthesize it. The reactants are: C(O[C:4]([C:6]1[C:7](=[O:26])[N:8]([CH2:18][C:19]2([C:22]([F:25])([F:24])[F:23])[CH2:21][CH2:20]2)[N:9]=[C:10]([C:13]2[S:14][CH:15]=[CH:16][CH:17]=2)[C:11]=1[OH:12])=O)C.[NH2:27][C:28]1[CH:33]=[CH:32][C:31]([I:34])=[CH:30][C:29]=1[S:35]([NH2:38])(=[O:37])=[O:36]. (5) Given the product [Br:1][C:2]1[CH:7]=[CH:6][C:5]([NH:16][C:12]([CH3:15])([CH3:14])[CH3:13])=[C:4]([N+:9]([O-:11])=[O:10])[CH:3]=1, predict the reactants needed to synthesize it. The reactants are: [Br:1][C:2]1[CH:7]=[CH:6][C:5](F)=[C:4]([N+:9]([O-:11])=[O:10])[CH:3]=1.[C:12]([NH2:16])([CH3:15])([CH3:14])[CH3:13].